This data is from Forward reaction prediction with 1.9M reactions from USPTO patents (1976-2016). The task is: Predict the product of the given reaction. (1) Given the reactants COC[O:4][C:5]1[C:6]([C:19]2[CH:20]=[C:21]([C:25](=[CH2:29])[C:26]([OH:28])=[O:27])[CH:22]=[CH:23][CH:24]=2)=[CH:7][C:8]2[C:9]([CH3:18])([CH3:17])[CH2:10][CH2:11][C:12]([CH3:16])([CH3:15])[C:13]=2[CH:14]=1.CO.[CH2:32]1COCC1.S(=O)(=O)(O)O, predict the reaction product. The product is: [OH:4][C:5]1[C:6]([C:19]2[CH:20]=[C:21]([C:25](=[CH2:29])[C:26]([O:28][CH3:32])=[O:27])[CH:22]=[CH:23][CH:24]=2)=[CH:7][C:8]2[C:9]([CH3:18])([CH3:17])[CH2:10][CH2:11][C:12]([CH3:15])([CH3:16])[C:13]=2[CH:14]=1. (2) Given the reactants [CH2:1]([O:4][C:5](=[O:13])[CH:6]([CH:10]([CH3:12])[CH3:11])[C:7](=O)C)[CH:2]=[CH2:3].[Li+].C[Si]([N-][Si](C)(C)C)(C)C.C=O, predict the reaction product. The product is: [CH2:1]([O:4][C:5](=[O:13])[C:6]([CH:10]([CH3:11])[CH3:12])=[CH2:7])[CH:2]=[CH2:3]. (3) Given the reactants [C:1]([O:5][C:6](=[O:22])[N:7]([CH2:9][CH2:10][NH:11][C:12]1[CH:13]=[CH:14][C:15]2[N:16]([C:18](Br)=[CH:19][N:20]=2)[N:17]=1)[CH3:8])([CH3:4])([CH3:3])[CH3:2].[C:23]1(B(O)O)[CH:28]=[CH:27][CH:26]=[CH:25][CH:24]=1.O.[O-]P([O-])([O-])=O.[K+].[K+].[K+].ClCCl, predict the reaction product. The product is: [C:1]([O:5][C:6](=[O:22])[N:7]([CH3:8])[CH2:9][CH2:10][NH:11][C:12]1[CH:13]=[CH:14][C:15]2[N:16]([C:18]([C:23]3[CH:28]=[CH:27][CH:26]=[CH:25][CH:24]=3)=[CH:19][N:20]=2)[N:17]=1)([CH3:4])([CH3:3])[CH3:2]. (4) Given the reactants [F:1][C:2]1[CH:3]=[C:4]([CH:6]=[C:7]([F:9])[CH:8]=1)[NH2:5].C1COCC1.[CH3:15][S:16](Cl)(=[O:18])=[O:17].Cl, predict the reaction product. The product is: [F:1][C:2]1[CH:3]=[C:4]([NH:5][S:16]([CH3:15])(=[O:18])=[O:17])[CH:6]=[C:7]([F:9])[CH:8]=1. (5) Given the reactants [C:1]([O:9][CH2:10][CH3:11])([O:6][CH2:7]C)([O:3][CH2:4]C)[CH3:2].[OH:12][CH2:13]C(CO)(CO)CO.C(O)C, predict the reaction product. The product is: [CH2:13]([C:11]12[CH2:4][O:3][C:1]([CH3:2])([O:6][CH2:7]1)[O:9][CH2:10]2)[OH:12].